The task is: Predict the product of the given reaction.. This data is from Forward reaction prediction with 1.9M reactions from USPTO patents (1976-2016). (1) Given the reactants [CH3:1][N:2]([CH3:26])[CH2:3][CH2:4][O:5][C:6]1[C:14]2[NH:13][C:12]3[CH2:15][CH2:16][N:17](C(OC(C)(C)C)=O)[CH2:18][C:11]=3[C:10]=2[CH:9]=[CH:8][CH:7]=1, predict the reaction product. The product is: [CH3:1][N:2]([CH3:26])[CH2:3][CH2:4][O:5][C:6]1[C:14]2[NH:13][C:12]3[CH2:15][CH2:16][NH:17][CH2:18][C:11]=3[C:10]=2[CH:9]=[CH:8][CH:7]=1. (2) The product is: [Cl:15][C:16]1[CH:21]=[CH:20][C:19]([NH:14][C:12](=[O:13])[CH2:11][C:9]2[C:10]3[C:2]([CH3:1])=[CH:3][S:4][C:5]=3[N:6]=[CH:7][N:8]=2)=[CH:18][CH:17]=1. Given the reactants [CH3:1][C:2]1[C:10]2[C:9]([CH2:11][C:12]([NH2:14])=[O:13])=[N:8][CH:7]=[N:6][C:5]=2[S:4][CH:3]=1.[Cl:15][C:16]1[CH:21]=[CH:20][C:19](I)=[CH:18][CH:17]=1.C([O-])([O-])=O.[K+].[K+].CN(C)CC(O)=O, predict the reaction product. (3) Given the reactants Cl.[CH3:2][O:3][C:4]([C:6]1[N:7]([CH3:13])[C:8]([CH2:11]Cl)=[N:9][CH:10]=1)=[O:5].[NH:14]1[CH2:19][CH2:18][O:17][CH2:16][CH2:15]1, predict the reaction product. The product is: [CH3:2][O:3][C:4]([C:6]1[N:7]([CH3:13])[C:8]([CH2:11][N:14]2[CH2:19][CH2:18][O:17][CH2:16][CH2:15]2)=[N:9][CH:10]=1)=[O:5].